From a dataset of Reaction yield outcomes from USPTO patents with 853,638 reactions. Predict the reaction yield, written as a fraction of the theoretical maximum amount of product (1.0 means a 100% yield; for example, 0.34 means a 34% yield). (1) The reactants are [CH2:1]([O:8][CH2:9][CH2:10][O:11][C:12]1[CH:17]=[CH:16][C:15]([N+:18]([O-])=O)=[CH:14][C:13]=1[C:21]([F:24])([F:23])[F:22])[C:2]1[CH:7]=[CH:6][CH:5]=[CH:4][CH:3]=1.[NH4+].[Cl-]. The catalyst is CO.[Zn]. The product is [CH2:1]([O:8][CH2:9][CH2:10][O:11][C:12]1[CH:17]=[CH:16][C:15]([NH2:18])=[CH:14][C:13]=1[C:21]([F:22])([F:23])[F:24])[C:2]1[CH:3]=[CH:4][CH:5]=[CH:6][CH:7]=1. The yield is 0.607. (2) The reactants are [F:1][C:2]([F:22])([F:21])[C:3]1[CH:20]=[CH:19][C:6]([O:7][C:8]2[CH:13]=[CH:12][C:11]([NH:14][S:15]([CH3:18])(=[O:17])=[O:16])=[CH:10][CH:9]=2)=[CH:5][CH:4]=1.C([O-])([O-])=O.[K+].[K+].[C:29]([O:34][CH3:35])(=[O:33])[C@@H:30]1[O:32][CH2:31]1.CCOCC.O. The catalyst is [Cl-].C([N+](CC)(CC)CC)C1C=CC=CC=1.O1CCOCC1. The product is [OH:32][C@H:30]([CH2:31][N:14]([C:11]1[CH:12]=[CH:13][C:8]([O:7][C:6]2[CH:19]=[CH:20][C:3]([C:2]([F:1])([F:21])[F:22])=[CH:4][CH:5]=2)=[CH:9][CH:10]=1)[S:15]([CH3:18])(=[O:16])=[O:17])[C:29]([O:34][CH3:35])=[O:33]. The yield is 0.830. (3) The reactants are Br[C:2]1[N:10]([CH2:11][C:12]2[CH:17]=[CH:16][C:15]([O:18][CH3:19])=[CH:14][CH:13]=2)[C:9]2[C:8](=[O:20])[N:7]3[C:21]([CH3:24])=[N:22][N:23]=[C:6]3[N:5]([CH2:25][CH2:26][CH2:27][CH2:28][CH3:29])[C:4]=2[N:3]=1.C([Sn](CCCC)(CCCC)[C:35]1[S:36][CH:37]=[CH:38][N:39]=1)CCC. The catalyst is C1(C)C=CC=CC=1.C1C=CC([P]([Pd]([P](C2C=CC=CC=2)(C2C=CC=CC=2)C2C=CC=CC=2)([P](C2C=CC=CC=2)(C2C=CC=CC=2)C2C=CC=CC=2)[P](C2C=CC=CC=2)(C2C=CC=CC=2)C2C=CC=CC=2)(C2C=CC=CC=2)C2C=CC=CC=2)=CC=1. The product is [CH3:19][O:18][C:15]1[CH:16]=[CH:17][C:12]([CH2:11][N:10]2[C:9]3[C:8](=[O:20])[N:7]4[C:21]([CH3:24])=[N:22][N:23]=[C:6]4[N:5]([CH2:25][CH2:26][CH2:27][CH2:28][CH3:29])[C:4]=3[N:3]=[C:2]2[C:35]2[S:36][CH:37]=[CH:38][N:39]=2)=[CH:13][CH:14]=1. The yield is 0.790. (4) The reactants are [SH:1][C:2]1[CH:7]=[CH:6][N:5]=[CH:4][CH:3]=1.[F:8][C:9]1[CH:10]=[C:11]([N+:16]([O-:18])=[O:17])[CH:12]=[CH:13][C:14]=1F.C(=O)([O-])[O-].[K+].[K+]. The catalyst is CN(C=O)C.C(OCC)(=O)C.O. The product is [F:8][C:9]1[CH:10]=[C:11]([N+:16]([O-:18])=[O:17])[CH:12]=[CH:13][C:14]=1[S:1][C:2]1[CH:7]=[CH:6][N:5]=[CH:4][CH:3]=1. The yield is 0.710. (5) The reactants are [CH3:1][C:2]1([CH3:26])[CH2:7][CH:6]([N:8]2[CH2:13][CH2:12][N:11]([CH3:14])[CH2:10][CH2:9]2)[CH2:5][CH2:4][CH:3]1[NH:15]C(=O)OCC1C=CC=CC=1. The catalyst is CO.[OH-].[OH-].[Pd+2]. The product is [CH3:1][C:2]1([CH3:26])[CH2:7][CH:6]([N:8]2[CH2:9][CH2:10][N:11]([CH3:14])[CH2:12][CH2:13]2)[CH2:5][CH2:4][CH:3]1[NH2:15]. The yield is 0.950. (6) The reactants are FC(F)(F)C(O)=O.FC(F)(F)C(O)=O.[NH2:15][C:16]1[N:21]=[CH:20][N:19]=[C:18]2[N:22]([CH:26]([C:28]3[C:29]([O:47][CH2:48][CH3:49])=[C:30]([CH:37]4[CH2:40][N:39]([C:41]([CH3:46])([CH3:45])[C:42](O)=[O:43])[CH2:38]4)[C:31]([C:35]#[N:36])=[C:32]([Cl:34])[CH:33]=3)[CH3:27])[N:23]=[C:24]([CH3:25])[C:17]=12.CN1CCOCC1.ClC(OCC(C)C)=O.[BH4-].[Na+]. The catalyst is O1CCCC1.O. The product is [NH2:15][C:16]1[N:21]=[CH:20][N:19]=[C:18]2[N:22]([CH:26]([C:28]3[CH:33]=[C:32]([Cl:34])[C:31]([C:35]#[N:36])=[C:30]([CH:37]4[CH2:40][N:39]([C:41]([CH3:45])([CH3:46])[CH2:42][OH:43])[CH2:38]4)[C:29]=3[O:47][CH2:48][CH3:49])[CH3:27])[N:23]=[C:24]([CH3:25])[C:17]=12. The yield is 0.0400.